This data is from Catalyst prediction with 721,799 reactions and 888 catalyst types from USPTO. The task is: Predict which catalyst facilitates the given reaction. (1) Reactant: [NH:1]1[C:5]2[CH:6]=[CH:7][CH:8]=[CH:9][C:4]=2[N:3]=[C:2]1[C:10]1[C:11]([NH:15][CH2:16][CH2:17][C:18]#[N:19])=[N:12][O:13][N:14]=1.[C:20](=[O:23])([O-])[O-].[K+].[K+].ICI.[CH3:29][C:30]1[CH:31]=[C:32](O)[CH:33]=[CH:34][C:35]=1[CH3:36]. Product: [CH3:29][C:30]1[CH:31]=[C:32]([CH:33]=[CH:34][C:35]=1[CH3:36])[O:23][CH2:20][N:3]1[C:4]2[CH:9]=[CH:8][CH:7]=[CH:6][C:5]=2[N:1]=[C:2]1[C:10]1[C:11]([NH:15][CH2:16][CH2:17][C:18]#[N:19])=[N:12][O:13][N:14]=1. The catalyst class is: 39. (2) Reactant: Br[C:2]1[CH:3]=[CH:4][C:5]([N+:8]([O-:10])=[O:9])=[N:6][CH:7]=1.[NH:11]1[CH2:16][CH2:15][O:14][CH2:13][CH2:12]1.C(=O)([O-])[O-].[K+].[K+]. Product: [N:11]1([C:2]2[CH:3]=[CH:4][C:5]([NH2:8])=[N:6][CH:7]=2)[CH2:16][CH2:15][O:14][CH2:13][CH2:12]1.[N+:8]([C:5]1[N:6]=[CH:7][C:2]([N:11]2[CH2:16][CH2:15][O:14][CH2:13][CH2:12]2)=[CH:3][CH:4]=1)([O-:10])=[O:9]. The catalyst class is: 16.